Task: Predict which catalyst facilitates the given reaction.. Dataset: Catalyst prediction with 721,799 reactions and 888 catalyst types from USPTO (1) The catalyst class is: 204. Product: [F:19][C:20]([F:35])([F:36])[O:21][C:22]1[CH:34]=[CH:33][C:25]([O:26][CH:27]([CH2:31][CH3:32])[C:28]([N:4]2[CH2:5][C:6](=[O:7])[NH:1][C:2]3[CH:11]=[CH:10][CH:9]=[N:8][C:3]2=3)=[O:29])=[CH:24][CH:23]=1. Reactant: [NH:1]1[C:6](=[O:7])[CH2:5][NH:4][C:3]2[N:8]=[CH:9][CH:10]=[CH:11][C:2]1=2.C(N(CC)CC)C.[F:19][C:20]([F:36])([F:35])[O:21][C:22]1[CH:34]=[CH:33][C:25]([O:26][CH:27]([CH2:31][CH3:32])[C:28](Cl)=[O:29])=[CH:24][CH:23]=1.O. (2) Reactant: [CH:1]1([C:6]2[CH:7]=[N:8][N:9]([CH2:11][CH2:12][C@@:13]([CH3:21])([S:17]([CH3:20])(=[O:19])=[O:18])[C:14]([OH:16])=O)[CH:10]=2)[CH2:5][CH2:4][CH2:3][CH2:2]1.CN1CCOCC1.[O:29]1[CH2:34][CH2:33][CH2:32][CH2:31][CH:30]1[O:35][NH2:36]. Product: [CH:1]1([C:6]2[CH:7]=[N:8][N:9]([CH2:11][CH2:12][C@@:13]([CH3:21])([S:17]([CH3:20])(=[O:19])=[O:18])[C:14]([NH:36][O:35][CH:30]3[CH2:31][CH2:32][CH2:33][CH2:34][O:29]3)=[O:16])[CH:10]=2)[CH2:2][CH2:3][CH2:4][CH2:5]1. The catalyst class is: 6. (3) Reactant: [F:1][C:2]1[CH:7]=[CH:6][C:5]([C:8]2[O:9][C:10]3[CH:20]=[C:19]([N:21]([CH2:26][CH2:27][CH2:28][OH:29])[S:22]([CH3:25])(=[O:24])=[O:23])[C:18]([C:30]4[CH:35]=[CH:34][CH:33]=[C:32]([C:36]5[O:37][C:38]6[C:39]([N:44]=5)=[N:40][CH:41]=[CH:42][CH:43]=6)[CH:31]=4)=[CH:17][C:11]=3[C:12]=2[C:13]([NH:15][CH3:16])=[O:14])=[CH:4][CH:3]=1. Product: [F:1][C:2]1[CH:3]=[CH:4][C:5]([C:8]2[O:9][C:10]3[CH:20]=[C:19]([N:21]([CH2:26][CH2:27][CH:28]=[O:29])[S:22]([CH3:25])(=[O:24])=[O:23])[C:18]([C:30]4[CH:35]=[CH:34][CH:33]=[C:32]([C:36]5[O:37][C:38]6[C:39]([N:44]=5)=[N:40][CH:41]=[CH:42][CH:43]=6)[CH:31]=4)=[CH:17][C:11]=3[C:12]=2[C:13]([NH:15][CH3:16])=[O:14])=[CH:6][CH:7]=1. The catalyst class is: 4. (4) Reactant: [CH3:1][S:2](Cl)(=[O:4])=[O:3].[CH2:6]([N:13]1[CH2:18][CH2:17][CH:16]([N:19]([CH2:27][C:28]2[N:29]=[C:30]([CH2:52][NH:53][CH3:54])[N:31]([C:33]([C:46]3[CH:51]=[CH:50][CH:49]=[CH:48][CH:47]=3)([C:40]3[CH:45]=[CH:44][CH:43]=[CH:42][CH:41]=3)[C:34]3[CH:39]=[CH:38][CH:37]=[CH:36][CH:35]=3)[CH:32]=2)[C:20](=[O:26])[O:21][C:22]([CH3:25])([CH3:24])[CH3:23])[CH2:15][CH2:14]1)[C:7]1[CH:12]=[CH:11][CH:10]=[CH:9][CH:8]=1.C(N(CC)CC)C. Product: [CH2:6]([N:13]1[CH2:14][CH2:15][CH:16]([N:19]([CH2:27][C:28]2[N:29]=[C:30]([CH2:52][N:53]([CH3:54])[S:2]([CH3:1])(=[O:4])=[O:3])[N:31]([C:33]([C:46]3[CH:51]=[CH:50][CH:49]=[CH:48][CH:47]=3)([C:40]3[CH:41]=[CH:42][CH:43]=[CH:44][CH:45]=3)[C:34]3[CH:35]=[CH:36][CH:37]=[CH:38][CH:39]=3)[CH:32]=2)[C:20](=[O:26])[O:21][C:22]([CH3:25])([CH3:24])[CH3:23])[CH2:17][CH2:18]1)[C:7]1[CH:8]=[CH:9][CH:10]=[CH:11][CH:12]=1. The catalyst class is: 1. (5) Reactant: C1(OC)C=CC=CC=1.[Cl:9][C:10]1[CH:15]=[CH:14][C:13](/[C:16](/[C:35]2[NH:40][C:39](=[O:41])[C:38]([C:42]3[CH:43]=[N:44][NH:45][CH:46]=3)=[CH:37][CH:36]=2)=[CH:17]\[C@H:18]2[CH2:22][CH2:21][C:20](=[O:23])[N:19]2CC2C=CC(OC)=CC=2OC)=[CH:12][CH:11]=1. Product: [Cl:9][C:10]1[CH:11]=[CH:12][C:13](/[C:16](/[C:35]2[NH:40][C:39](=[O:41])[C:38]([C:42]3[CH:46]=[N:45][NH:44][CH:43]=3)=[CH:37][CH:36]=2)=[CH:17]\[C@H:18]2[CH2:22][CH2:21][C:20](=[O:23])[NH:19]2)=[CH:14][CH:15]=1. The catalyst class is: 55.